Dataset: Full USPTO retrosynthesis dataset with 1.9M reactions from patents (1976-2016). Task: Predict the reactants needed to synthesize the given product. (1) Given the product [CH3:14][S:11]([C:8]1[CH:7]=[CH:6][C:5]([C@H:3]2[O:4][C:21]([C:23]3[CH:28]=[CH:27][CH:26]=[CH:25][CH:24]=3)=[N:1][C@@H:2]2[CH2:15][OH:16])=[CH:10][CH:9]=1)(=[O:13])=[O:12], predict the reactants needed to synthesize it. The reactants are: [NH2:1][C@H:2]([CH2:15][OH:16])[C@@H:3]([C:5]1[CH:10]=[CH:9][C:8]([S:11]([CH3:14])(=[O:13])=[O:12])=[CH:7][CH:6]=1)[OH:4].Cl.C(O[C:21]([C:23]1[CH:28]=[CH:27][CH:26]=[CH:25][CH:24]=1)=N)C.C(N(CC)CC)C.O. (2) Given the product [OH:7][C@H:2]([CH3:1])[CH2:3][C:4]([OH:6])=[O:5].[OH:7][C@H:2]([CH3:1])[CH2:3][C:4]([OH:6])=[O:5], predict the reactants needed to synthesize it. The reactants are: [CH3:1][C@@H:2]([OH:7])[CH2:3][C:4]([OH:6])=[O:5].[OH-].[Na+]. (3) Given the product [CH2:25]([O:32][C:33]1[CH:34]=[C:35]([CH:39]=[C:40]([O:42][C@H:43]([CH2:46][O:47][CH3:48])[CH2:44][CH3:45])[CH:41]=1)[C:36]([NH:49][C:50]1[CH:54]=[CH:53][N:52]([CH3:55])[N:51]=1)=[O:38])[C:26]1[CH:27]=[CH:28][CH:29]=[CH:30][CH:31]=1, predict the reactants needed to synthesize it. The reactants are: CN(C(ON1N=NC2C=CC=NC1=2)=[N+](C)C)C.F[P-](F)(F)(F)(F)F.[CH2:25]([O:32][C:33]1[CH:34]=[C:35]([CH:39]=[C:40]([O:42][C@H:43]([CH2:46][O:47][CH3:48])[CH2:44][CH3:45])[CH:41]=1)[C:36]([OH:38])=O)[C:26]1[CH:31]=[CH:30][CH:29]=[CH:28][CH:27]=1.[NH2:49][C:50]1[CH:54]=[CH:53][N:52]([CH3:55])[N:51]=1.CCN(C(C)C)C(C)C. (4) Given the product [NH2:12][C:10]1[N:9]=[CH:8][N:7]=[C:6]2[N:5]([CH:16]([C:18]3[O:19][C:20](=[O:34])[C:21]4[C:26]([C:27]=3[C:28]3[CH:33]=[CH:32][CH:31]=[CH:30][CH:29]=3)=[CH:25][CH:24]=[CH:23][CH:22]=4)[CH3:17])[N:4]=[C:3]([C:2]([F:13])([F:1])[F:14])[C:11]=12, predict the reactants needed to synthesize it. The reactants are: [F:1][C:2]([F:14])([F:13])[C:3]1[C:11]2[C:6](=[N:7][CH:8]=[N:9][C:10]=2[NH2:12])[NH:5][N:4]=1.Br[CH:16]([C:18]1[O:19][C:20](=[O:34])[C:21]2[C:26]([C:27]=1[C:28]1[CH:33]=[CH:32][CH:31]=[CH:30][CH:29]=1)=[CH:25][CH:24]=[CH:23][CH:22]=2)[CH3:17]. (5) Given the product [F:17][C:15]([F:18])([CH3:16])[CH2:14][C@H:9]([NH:8][C:6](=[O:7])[O:5][C:1]([CH3:2])([CH3:3])[CH3:4])[CH2:10][OH:11], predict the reactants needed to synthesize it. The reactants are: [C:1]([O:5][C:6]([NH:8][C@@H:9]([CH2:14][C:15]([F:18])([F:17])[CH3:16])[C:10](OC)=[O:11])=[O:7])([CH3:4])([CH3:3])[CH3:2].[H-].[Al+3].[Li+].[H-].[H-].[H-]. (6) The reactants are: Br[C:2]1[CH:11]=[CH:10][C:5]2[O:6][CH:7]([CH3:9])[O:8][C:4]=2[CH:3]=1.[Li]CCCC.C(O[B:21]1[O:25][C:24]([CH3:27])([CH3:26])[C:23]([CH3:29])([CH3:28])[O:22]1)(C)C.[NH4+].[Cl-].[Na+].[Cl-]. Given the product [CH3:28][C:23]1([CH3:29])[C:24]([CH3:27])([CH3:26])[O:25][B:21]([C:2]2[CH:11]=[CH:10][C:5]3[O:6][CH:7]([CH3:9])[O:8][C:4]=3[CH:3]=2)[O:22]1, predict the reactants needed to synthesize it. (7) Given the product [Si:6]([O:5][CH2:1][CH2:2][CH2:3][CH2:4][C:28]1[CH:40]=[CH:39][C:31]2[C:32]([C:35]([F:37])([F:38])[F:36])=[N:33][O:34][C:30]=2[C:29]=1[CH2:41][CH2:42][CH3:43])([C:9]([CH3:12])([CH3:11])[CH3:10])([CH3:7])[CH3:8], predict the reactants needed to synthesize it. The reactants are: [CH2:1]([O:5][Si:6]([C:9]([CH3:12])([CH3:11])[CH3:10])([CH3:8])[CH3:7])[CH2:2][CH:3]=[CH2:4].B1C2CCCC1CCC2.FC(F)(F)S(O[C:28]1[CH:40]=[CH:39][C:31]2[C:32]([C:35]([F:38])([F:37])[F:36])=[N:33][O:34][C:30]=2[C:29]=1[CH2:41][CH2:42][CH3:43])(=O)=O.C([O-])([O-])=O.[K+].[K+].